The task is: Predict which catalyst facilitates the given reaction.. This data is from Catalyst prediction with 721,799 reactions and 888 catalyst types from USPTO. (1) Reactant: Br[CH2:2][C:3]([O:5][CH3:6])=[O:4].[Cl:7][C:8]1[CH:9]=[C:10]([CH:12]=[CH:13][CH:14]=1)[NH2:11].C(N(C(C)C)CC)(C)C. Product: [CH3:6][O:5][C:3](=[O:4])[CH2:2][NH:11][C:10]1[CH:12]=[CH:13][CH:14]=[C:8]([Cl:7])[CH:9]=1. The catalyst class is: 42. (2) Reactant: [Cl:1][C:2]1[C:7]2[NH:8][C:9](=O)[N:10]([CH3:11])[C:6]=2[C:5]([C:13]([O:15][CH3:16])=[O:14])=[CH:4][CH:3]=1.P(Cl)(Cl)([Cl:19])=O. Product: [Cl:19][C:9]1[N:10]([CH3:11])[C:6]2[C:5]([C:13]([O:15][CH3:16])=[O:14])=[CH:4][CH:3]=[C:2]([Cl:1])[C:7]=2[N:8]=1. The catalyst class is: 13. (3) Reactant: CS[C:3]([N:6]1[CH2:11][CH2:10][CH2:9][CH2:8][CH:7]1[C:12]1[N:13]=[N:14][N:15]([C:17]2[CH:22]=[CH:21][CH:20]=[C:19]([Cl:23])[CH:18]=2)[N:16]=1)=[N:4][CH3:5].[C:24]([NH:32][NH2:33])(=O)[C:25]1[CH:30]=[CH:29][N:28]=[CH:27][CH:26]=1. Product: [Cl:23][C:19]1[CH:18]=[C:17]([N:15]2[N:14]=[N:13][C:12]([CH:7]3[CH2:8][CH2:9][CH2:10][CH2:11][N:6]3[C:3]3[N:4]([CH3:5])[C:24]([C:25]4[CH:30]=[CH:29][N:28]=[CH:27][CH:26]=4)=[N:32][N:33]=3)=[N:16]2)[CH:22]=[CH:21][CH:20]=1. The catalyst class is: 40. (4) Reactant: [CH:1]([NH2:4])([CH3:3])[CH3:2].[H-].[Na+].[C:7]([C:9]1[CH:10]=[C:11]([C:16]2[O:20][N:19]=[C:18]([C:21]3[CH:38]=[CH:37][C:24]4[CH2:25][CH2:26][N:27]([C:30]([O:32][C:33]([CH3:36])([CH3:35])[CH3:34])=[O:31])[CH2:28][CH2:29][C:23]=4[CH:22]=3)[N:17]=2)[CH:12]=[CH:13][C:14]=1F)#[N:8]. Product: [C:7]([C:9]1[CH:10]=[C:11]([C:16]2[O:20][N:19]=[C:18]([C:21]3[CH:38]=[CH:37][C:24]4[CH2:25][CH2:26][N:27]([C:30]([O:32][C:33]([CH3:36])([CH3:35])[CH3:34])=[O:31])[CH2:28][CH2:29][C:23]=4[CH:22]=3)[N:17]=2)[CH:12]=[CH:13][C:14]=1[NH:4][CH:1]([CH3:3])[CH3:2])#[N:8]. The catalyst class is: 3. (5) Reactant: [Br:1][C:2]1[CH:3]=[N:4][C:5](I)=[N:6][CH:7]=1.[CH:9]([Mg]Br)=[CH2:10]. Product: [Br:1][C:2]1[CH:3]=[N:4][C:5]([CH:9]=[CH2:10])=[N:6][CH:7]=1. The catalyst class is: 176. (6) Product: [NH2:1][C:2]1[N:7]=[C:6]([C:8]2[NH:12][C:11]([C:13]3[CH:18]=[C:17]([C:19]([F:20])([F:22])[F:21])[CH:16]=[CH:15][C:14]=3[Cl:23])=[C:10]([C:24]([NH2:29])=[O:26])[CH:9]=2)[CH:5]=[CH:4][N:3]=1. The catalyst class is: 18. Reactant: [NH2:1][C:2]1[N:7]=[C:6]([C:8]2[NH:12][C:11]([C:13]3[CH:18]=[C:17]([C:19]([F:22])([F:21])[F:20])[CH:16]=[CH:15][C:14]=3[Cl:23])=[C:10]([C:24]([OH:26])=O)[CH:9]=2)[CH:5]=[CH:4][N:3]=1.CC[N:29](C(C)C)C(C)C.CCN=C=NCCCN(C)C.Cl.C1C=CC2N(O)N=NC=2C=1.N. (7) Reactant: Cl.[NH2:2][CH2:3][CH2:4][C:5]([O:7][CH2:8][CH3:9])=[O:6].[Cl:10][C:11]1[CH:12]=[C:13]([C:21]2[O:25][N:24]=[C:23]([C:26]3[CH:27]=[CH:28][CH:29]=[C:30]4[C:34]=3[N:33]([CH3:35])[CH:32]=[C:31]4[CH:36]=O)[N:22]=2)[CH:14]=[CH:15][C:16]=1[O:17][CH:18]([CH3:20])[CH3:19].[OH-].[Na+]. Product: [Cl:10][C:11]1[CH:12]=[C:13]([C:21]2[O:25][N:24]=[C:23]([C:26]3[CH:27]=[CH:28][CH:29]=[C:30]4[C:34]=3[N:33]([CH3:35])[CH:32]=[C:31]4[CH2:36][NH:2][CH2:3][CH2:4][C:5]([O:7][CH2:8][CH3:9])=[O:6])[N:22]=2)[CH:14]=[CH:15][C:16]=1[O:17][CH:18]([CH3:19])[CH3:20]. The catalyst class is: 8. (8) Reactant: [NH2:1][C:2]1[CH:3]=[C:4]([CH:7]=[CH:8][CH:9]=1)[CH2:5]O.S(Cl)([Cl:12])=O. Product: [ClH:12].[Cl:12][CH2:5][C:4]1[CH:3]=[C:2]([CH:9]=[CH:8][CH:7]=1)[NH2:1]. The catalyst class is: 4. (9) Reactant: O=[C:2]1[N:6]([C@@H:7]([C:9]2[CH:14]=[CH:13][CH:12]=[CH:11][CH:10]=2)[CH3:8])[CH2:5][C@H:4]([C:15](OCC)=[O:16])[CH2:3]1.[H-].[Al+3].[Li+].[H-].[H-].[H-]. Product: [C:9]1([C@H:7]([N:6]2[CH2:2][CH2:3][C@@H:4]([CH2:15][OH:16])[CH2:5]2)[CH3:8])[CH:10]=[CH:11][CH:12]=[CH:13][CH:14]=1. The catalyst class is: 27.